Dataset: Forward reaction prediction with 1.9M reactions from USPTO patents (1976-2016). Task: Predict the product of the given reaction. (1) The product is: [CH3:19][CH2:20]/[C:21](/[C:2]1[C:7]2[N:8]([CH3:12])[C:9](=[O:11])[NH:10][C:6]=2[CH:5]=[CH:4][N:3]=1)=[CH:22]\[CH2:23][CH3:24]. Given the reactants Br[C:2]1[C:7]2[N:8]([CH3:12])[C:9](=[O:11])[NH:10][C:6]=2[CH:5]=[CH:4][N:3]=1.C(=O)([O-])[O-].[Na+].[Na+].[CH3:19][CH2:20]/[C:21](/B1OC2C=CC=CC=2O1)=[CH:22]\[CH2:23][CH3:24], predict the reaction product. (2) Given the reactants [F:1][C:2]1[CH:13]=[C:12]([C:14]2[CH:15]=[N:16][N:17]3[CH:22]=[CH:21][C:20]([N:23]4[C@@H:27]([C:28]5[CH:33]=[CH:32][C:31]([F:34])=[CH:30][N:29]=5)[CH2:26][O:25][C:24]4=[O:35])=[N:19][C:18]=23)[CH:11]=[CH:10][C:3]=1/[CH:4]=[N:5]/[NH:6][C:7]([NH2:9])=[O:8].C([O-])(=O)C.[Na+].BrBr, predict the reaction product. The product is: [NH2:9][C:7]1[O:8][C:4]([C:3]2[CH:10]=[CH:11][C:12]([C:14]3[CH:15]=[N:16][N:17]4[CH:22]=[CH:21][C:20]([N:23]5[C@@H:27]([C:28]6[CH:33]=[CH:32][C:31]([F:34])=[CH:30][N:29]=6)[CH2:26][O:25][C:24]5=[O:35])=[N:19][C:18]=34)=[CH:13][C:2]=2[F:1])=[N:5][N:6]=1. (3) Given the reactants [CH3:1][C:2]1[C:7]([N+:8]([O-:10])=[O:9])=[CH:6][CH:5]=[CH:4][C:3]=1[CH2:11][C:12]([OH:14])=[O:13].S(=O)(=O)(O)O.[CH3:20]O, predict the reaction product. The product is: [CH3:1][C:2]1[C:7]([N+:8]([O-:10])=[O:9])=[CH:6][CH:5]=[CH:4][C:3]=1[CH2:11][C:12]([O:14][CH3:20])=[O:13]. (4) The product is: [CH2:3]([N:5]1[C:11]2[N:12]=[CH:13][C:14]([CH2:16][CH2:17][OH:1])=[CH:15][C:10]=2[C:9](=[O:19])[N:8]([CH3:20])[C:7]2[CH:21]=[CH:22][C:23]([F:25])=[N:24][C:6]1=2)[CH3:4]. Given the reactants [O:1]=O.[CH2:3]([N:5]1[C:11]2[N:12]=[CH:13][C:14]([CH2:16][CH:17]=C)=[CH:15][C:10]=2[C:9](=[O:19])[N:8]([CH3:20])[C:7]2[CH:21]=[CH:22][C:23]([F:25])=[N:24][C:6]1=2)[CH3:4].[BH4-].[Na+].[NH4+].[Cl-], predict the reaction product. (5) Given the reactants [C:1]([O:5][C:6](=[O:16])[CH2:7][O:8][C:9]1[CH:14]=[CH:13][C:12]([NH2:15])=[CH:11][CH:10]=1)([CH3:4])([CH3:3])[CH3:2].[C:17]([N:24]1[CH2:29][CH2:28][C:27](=O)[CH2:26][CH2:25]1)([O:19][C:20]([CH3:23])([CH3:22])[CH3:21])=[O:18], predict the reaction product. The product is: [C:20]([O:19][C:17]([N:24]1[CH2:29][CH2:28][CH:27]([NH:15][C:12]2[CH:11]=[CH:10][C:9]([O:8][CH2:7][C:6]([O:5][C:1]([CH3:4])([CH3:2])[CH3:3])=[O:16])=[CH:14][CH:13]=2)[CH2:26][CH2:25]1)=[O:18])([CH3:23])([CH3:21])[CH3:22]. (6) Given the reactants [CH3:1][N:2]1[C:6]2=[CH:7][CH:8]=[C:9]3[C:14]([N:13]=[C:12]([C:15]4[CH:21]=[CH:20][C:18]([NH2:19])=[CH:17][CH:16]=4)[N:11]=[C:10]3[N:22]3[CH2:27][CH2:26][O:25][CH2:24][CH2:23]3)=[C:5]2[CH:4]=[CH:3]1.ClC(Cl)(O[C:32](=[O:38])OC(Cl)(Cl)Cl)Cl.[NH2:40][CH2:41][CH:42]1[CH2:44][CH2:43]1, predict the reaction product. The product is: [CH:42]1([CH2:41][NH:40][C:32]([NH:19][C:18]2[CH:17]=[CH:16][C:15]([C:12]3[N:11]=[C:10]([N:22]4[CH2:27][CH2:26][O:25][CH2:24][CH2:23]4)[C:9]4[C:14](=[C:5]5[CH:4]=[CH:3][N:2]([CH3:1])[C:6]5=[CH:7][CH:8]=4)[N:13]=3)=[CH:21][CH:20]=2)=[O:38])[CH2:44][CH2:43]1.